This data is from Full USPTO retrosynthesis dataset with 1.9M reactions from patents (1976-2016). The task is: Predict the reactants needed to synthesize the given product. (1) Given the product [CH:17]1([NH:20][C:14](=[O:16])[C:6]2[CH:5]=[C:4]([N+:1]([O-:3])=[O:2])[CH:13]=[C:8]([C:9]([O:11][CH3:12])=[O:10])[CH:7]=2)[CH2:19][CH2:18]1, predict the reactants needed to synthesize it. The reactants are: [N+:1]([C:4]1[CH:5]=[C:6]([C:14]([O-:16])=O)[CH:7]=[C:8]([CH:13]=1)[C:9]([O:11][CH3:12])=[O:10])([O-:3])=[O:2].[CH:17]1([NH2:20])[CH2:19][CH2:18]1. (2) Given the product [C:43]([OH:50])(=[O:49])/[CH:44]=[CH:45]\[C:46]([OH:48])=[O:47].[C:43]([OH:50])(=[O:49])/[CH:44]=[CH:45]\[C:46]([OH:48])=[O:47].[C:43]([OH:50])(=[O:49])/[CH:44]=[CH:45]\[C:46]([OH:48])=[O:47].[NH2:1][C:2]1[N:7]=[CH:6][N:5]=[C:4]2[N:8]([C@H:30]3[CH2:31][CH2:32][C@H:33]([N:36]4[CH2:37][CH2:38][N:39]([CH3:42])[CH2:40][CH2:41]4)[CH2:34][CH2:35]3)[N:9]=[C:10]([C:11]3[CH:16]=[CH:15][C:14]([NH:17][C:18](=[O:27])[CH2:19][CH2:20][C:21]4[CH:22]=[CH:23][CH:24]=[CH:25][CH:26]=4)=[C:13]([O:28][CH3:29])[CH:12]=3)[C:3]=12, predict the reactants needed to synthesize it. The reactants are: [NH2:1][C:2]1[N:7]=[CH:6][N:5]=[C:4]2[N:8]([C@H:30]3[CH2:35][CH2:34][C@H:33]([N:36]4[CH2:41][CH2:40][N:39]([CH3:42])[CH2:38][CH2:37]4)[CH2:32][CH2:31]3)[N:9]=[C:10]([C:11]3[CH:16]=[CH:15][C:14]([NH:17][C:18](=[O:27])[CH2:19][CH2:20][C:21]4[CH:26]=[CH:25][CH:24]=[CH:23][CH:22]=4)=[C:13]([O:28][CH3:29])[CH:12]=3)[C:3]=12.[C:43]([OH:50])(=[O:49])/[CH:44]=[CH:45]\[C:46]([OH:48])=[O:47]. (3) Given the product [CH3:1][C:2]1([CH2:6][O:7][C:20]([N:22]2[CH2:26][C@@H:25]([N:27]([CH2:40][C:41]3[CH:42]=[C:43]([C:51]([F:52])([F:53])[F:54])[CH:44]=[C:45]([C:47]([F:48])([F:49])[F:50])[CH:46]=3)[C:28]3[N:29]=[CH:30][C:31]([C:34]4[CH:35]=[N:36][N:37]([CH3:39])[CH:38]=4)=[CH:32][N:33]=3)[CH2:24][C@H:23]2[CH2:55][CH3:56])=[O:19])[CH2:5][O:4][CH2:3]1, predict the reactants needed to synthesize it. The reactants are: [CH3:1][C:2]1([CH2:6][OH:7])[CH2:5][O:4][CH2:3]1.[H-].[Na+].[N+](C1C=CC([O:19][C:20]([N:22]2[CH2:26][C@@H:25]([N:27]([CH2:40][C:41]3[CH:46]=[C:45]([C:47]([F:50])([F:49])[F:48])[CH:44]=[C:43]([C:51]([F:54])([F:53])[F:52])[CH:42]=3)[C:28]3[N:33]=[CH:32][C:31]([C:34]4[CH:35]=[N:36][N:37]([CH3:39])[CH:38]=4)=[CH:30][N:29]=3)[CH2:24][C@H:23]2[CH2:55][CH3:56])=O)=CC=1)([O-])=O.